This data is from Catalyst prediction with 721,799 reactions and 888 catalyst types from USPTO. The task is: Predict which catalyst facilitates the given reaction. (1) Product: [O:44]1[CH2:49][CH2:48][O:47][CH2:46][CH:45]1[C:50]1[C:58]2[S:57][C:56]([NH:59][C:5](=[O:7])[C:4]3[CH:8]=[CH:9][CH:10]=[C:2]([F:1])[CH:3]=3)=[N:55][C:54]=2[C:53]([O:60][CH3:61])=[CH:52][CH:51]=1. The catalyst class is: 396. Reactant: [F:1][C:2]1[CH:3]=[C:4]([CH:8]=[CH:9][CH:10]=1)[C:5]([OH:7])=O.CN(C(ON1N=NC2C=CC=NC1=2)=[N+](C)C)C.F[P-](F)(F)(F)(F)F.C(N(C(C)C)C(C)C)C.[O:44]1[CH2:49][CH2:48][O:47][CH2:46][CH:45]1[C:50]1[C:58]2[S:57][C:56]([NH2:59])=[N:55][C:54]=2[C:53]([O:60][CH3:61])=[CH:52][CH:51]=1. (2) Reactant: C(N(CC)C(C)C)(C)C.[CH3:10][O:11][CH2:12]Cl.ClCCl.[F:17][C:18]1[CH:19]=[CH:20][C:21]([OH:28])=[C:22]([CH:27]=1)[C:23]([O:25][CH3:26])=[O:24]. The catalyst class is: 6. Product: [F:17][C:18]1[CH:19]=[CH:20][C:21]([O:28][CH2:10][O:11][CH3:12])=[C:22]([CH:27]=1)[C:23]([O:25][CH3:26])=[O:24]. (3) Reactant: [NH2:1][C:2]1[S:3][C:4]([C:13]([NH:15][OH:16])=[NH:14])=[C:5]([C:7]2[CH:12]=[CH:11][CH:10]=[CH:9][CH:8]=2)[N:6]=1.C(N(C(C)C)[CH:20]([CH3:22])[CH3:21])C.[C:26](Cl)(=[O:29])[CH2:27][CH3:28].Cl. Product: [CH2:20]([C:22]1[O:16][N:15]=[C:13]([C:4]2[S:3][C:2]([NH:1][C:26](=[O:29])[CH2:27][CH3:28])=[N:6][C:5]=2[C:7]2[CH:12]=[CH:11][CH:10]=[CH:9][CH:8]=2)[N:14]=1)[CH3:21]. The catalyst class is: 219. (4) Reactant: C([O:3][C:4](=O)[N:5]([C:14]1[CH:19]=[C:18]([O:20][CH2:21][CH:22]2[CH2:27][CH2:26][O:25][CH2:24][CH2:23]2)[N:17]=[C:16]([NH2:28])[C:15]=1[NH2:29])[CH2:6][C:7]1[CH:8]=[N:9][C:10]([CH3:13])=[CH:11][CH:12]=1)C.C(OCC)C. Product: [NH2:28][C:16]1[C:15]2[NH:29][C:4](=[O:3])[N:5]([CH2:6][C:7]3[CH:8]=[N:9][C:10]([CH3:13])=[CH:11][CH:12]=3)[C:14]=2[CH:19]=[C:18]([O:20][CH2:21][CH:22]2[CH2:23][CH2:24][O:25][CH2:26][CH2:27]2)[N:17]=1. The catalyst class is: 404. (5) Reactant: [C:1]([O:5][C:6]([N:8]1[CH2:13][CH2:12][CH:11]([N:14]2[C:22]3[C:17](=[CH:18][CH:19]=[CH:20][CH:21]=3)[CH:16]=[CH:15]2)[CH:10]([CH2:23][OH:24])[CH2:9]1)=[O:7])([CH3:4])([CH3:3])[CH3:2].N1C=CN=C1.[Si:30](Cl)([C:33]([CH3:36])([CH3:35])[CH3:34])([CH3:32])[CH3:31]. Product: [C:1]([O:5][C:6]([N:8]1[CH2:13][CH2:12][CH:11]([N:14]2[C:22]3[C:17](=[CH:18][CH:19]=[CH:20][CH:21]=3)[CH:16]=[CH:15]2)[CH:10]([CH2:23][O:24][Si:30]([C:33]([CH3:36])([CH3:35])[CH3:34])([CH3:32])[CH3:31])[CH2:9]1)=[O:7])([CH3:4])([CH3:3])[CH3:2]. The catalyst class is: 4.